Predict the product of the given reaction. From a dataset of Forward reaction prediction with 1.9M reactions from USPTO patents (1976-2016). (1) Given the reactants [N+:1]([C:4]1[CH:11]=[CH:10][C:7]([CH2:8]O)=[CH:6][CH:5]=1)([O-:3])=[O:2].C(Br)(Br)(Br)[Br:13].C1(P(C2C=CC=CC=2)C2C=CC=CC=2)C=CC=CC=1, predict the reaction product. The product is: [Br:13][CH2:8][C:7]1[CH:10]=[CH:11][C:4]([N+:1]([O-:3])=[O:2])=[CH:5][CH:6]=1. (2) Given the reactants [Cl:1][C:2]1[C:7]2[O:8][C:9]3[CH2:14][CH:13]([CH3:15])[NH:12][CH2:11][C:10]=3[C:6]=2[CH:5]=[C:4]([S:16]([C:19]2[CH:24]=[CH:23][CH:22]=[CH:21][CH:20]=2)(=[O:18])=[O:17])[CH:3]=1.Cl, predict the reaction product. The product is: [ClH:1].[Cl:1][C:2]1[C:7]2[O:8][C:9]3[CH2:14][CH:13]([CH3:15])[NH:12][CH2:11][C:10]=3[C:6]=2[CH:5]=[C:4]([S:16]([C:19]2[CH:24]=[CH:23][CH:22]=[CH:21][CH:20]=2)(=[O:18])=[O:17])[CH:3]=1. (3) The product is: [CH3:1][O:2][C:3]1[CH:8]=[CH:7][CH:6]=[CH:5][C:4]=1[C:9]1[C:17]2[C:12](=[N:13][CH:14]=[C:15]([C:18]3[CH:19]=[C:20]([CH:24]([C:26]4[C:31]([C:32]([F:35])([F:33])[F:34])=[CH:30][CH:29]=[CH:28][N:27]=4)[OH:25])[CH:21]=[CH:22][CH:23]=3)[CH:16]=2)[NH:11][CH:10]=1. Given the reactants [CH3:1][O:2][C:3]1[CH:8]=[CH:7][CH:6]=[CH:5][C:4]=1[C:9]1[C:17]2[C:12](=[N:13][CH:14]=[C:15]([C:18]3[CH:19]=[C:20]([CH:24]([C:26]4[C:31]([C:32]([F:35])([F:34])[F:33])=[CH:30][CH:29]=[CH:28][N:27]=4)[OH:25])[CH:21]=[CH:22][CH:23]=3)[CH:16]=2)[N:11](S(C2C=CC(C)=CC=2)(=O)=O)[CH:10]=1.Cl, predict the reaction product. (4) Given the reactants [Cl:1][C:2]1[CH:11]=[C:10]([I:12])[CH:9]=[C:8]([Cl:13])[C:3]=1[C:4]([O:6]C)=[O:5].[I-].[Li+], predict the reaction product. The product is: [Cl:1][C:2]1[CH:11]=[C:10]([I:12])[CH:9]=[C:8]([Cl:13])[C:3]=1[C:4]([OH:6])=[O:5]. (5) Given the reactants [CH3:1][C:2]1[CH:7]=[CH:6][CH:5]=[CH:4][C:3]=1[NH:8][C:9](=[O:32])[NH:10][C:11]1[CH:16]=[CH:15][C:14]([CH2:17][C:18]([O:20]C2C(F)=C(F)C(F)=C(F)C=2F)=O)=[CH:13][CH:12]=1.[Cl:33][C:34]1[CH:35]=[C:36]([CH:41]=[CH:42][C:43]=1[O:44][CH2:45][C@@H:46]([NH2:48])[CH3:47])[C:37]([O:39][CH3:40])=[O:38].CCN(CC)CC, predict the reaction product. The product is: [Cl:33][C:34]1[CH:35]=[C:36]([CH:41]=[CH:42][C:43]=1[O:44][CH2:45][C@@H:46]([NH:48][C:18](=[O:20])[CH2:17][C:14]1[CH:13]=[CH:12][C:11]([NH:10][C:9]([NH:8][C:3]2[CH:4]=[CH:5][CH:6]=[CH:7][C:2]=2[CH3:1])=[O:32])=[CH:16][CH:15]=1)[CH3:47])[C:37]([O:39][CH3:40])=[O:38]. (6) The product is: [Br:1][CH2:3][C:4]([C:6]1[CH:11]=[CH:10][C:9]([Br:12])=[CH:8][CH:7]=1)=[O:5]. Given the reactants [Br:1]Br.[CH3:3][C:4]([C:6]1[CH:11]=[CH:10][C:9]([Br:12])=[CH:8][CH:7]=1)=[O:5], predict the reaction product. (7) Given the reactants C([O:3][CH:4]([CH2:25][CH2:26][CH2:27][CH2:28]/[CH:29]=[CH:30]\[CH2:31]/[CH:32]=[CH:33]\[CH2:34]/[CH:35]=[CH:36]\[CH2:37]/[CH:38]=[CH:39]\[CH2:40][CH2:41][CH2:42][CH2:43][CH3:44])[CH2:5][CH2:6][CH2:7][CH2:8]/[CH:9]=[CH:10]\[CH2:11]/[CH:12]=[CH:13]\[CH2:14]/[CH:15]=[CH:16]\[CH2:17]/[CH:18]=[CH:19]\[CH2:20][CH2:21][CH2:22][CH2:23][CH3:24])=O.[OH-].[K+], predict the reaction product. The product is: [CH2:5]([CH:4]([CH2:25][CH2:26][CH2:27][CH2:28]/[CH:29]=[CH:30]\[CH2:31]/[CH:32]=[CH:33]\[CH2:34]/[CH:35]=[CH:36]\[CH2:37]/[CH:38]=[CH:39]\[CH2:40][CH2:41][CH2:42][CH2:43][CH3:44])[OH:3])[CH2:6][CH2:7][CH2:8]/[CH:9]=[CH:10]\[CH2:11]/[CH:12]=[CH:13]\[CH2:14]/[CH:15]=[CH:16]\[CH2:17]/[CH:18]=[CH:19]\[CH2:20][CH2:21][CH2:22][CH2:23][CH3:24]. (8) Given the reactants [F-].[K+].F[C:4]1[C:9](F)=[CH:8][C:7](F)=[C:6](F)[C:5]=1[OH:13].F[C:15]1[CH:20]=[C:19](F)[CH:18]=[C:17](F)[C:16]=1[OH:23].FC1C(F)=CC=C(F)[C:26]=1[OH:33].BrC(Br)=O, predict the reaction product. The product is: [O:13]([C:26]([O:23][C:16]1[CH:17]=[CH:18][CH:19]=[CH:20][CH:15]=1)=[O:33])[C:5]1[CH:6]=[CH:7][CH:8]=[CH:9][CH:4]=1. (9) Given the reactants [CH:1]1([C:5]2[N:6]=[C:7]([CH3:10])[S:8][CH:9]=2)[CH2:4][CH2:3][CH2:2]1.CC(C)([O-])C.[K+].C([Li])CCC.Br[CH2:23][C:24]1[CH:25]=[C:26]([CH:29]=[CH:30][CH:31]=1)[C:27]#[N:28].[Cl-].[NH4+], predict the reaction product. The product is: [CH:1]1([C:5]2[N:6]=[C:7]([CH2:10][CH2:23][C:24]3[CH:25]=[C:26]([CH:29]=[CH:30][CH:31]=3)[C:27]#[N:28])[S:8][CH:9]=2)[CH2:4][CH2:3][CH2:2]1.